From a dataset of Reaction yield outcomes from USPTO patents with 853,638 reactions. Predict the reaction yield, written as a fraction of the theoretical maximum amount of product (1.0 means a 100% yield; for example, 0.34 means a 34% yield). The reactants are [CH3:1][S:2](Cl)(=[O:4])=[O:3].[NH2:6][C:7]1[CH:12]=[CH:11][C:10]([C:13]2[N:17]([CH3:18])[C:16]([C:19]#[N:20])=[CH:15][CH:14]=2)=[CH:9][C:8]=1[O:21][C:22]([F:25])([F:24])[F:23]. The catalyst is N1C=CC=CC=1. The product is [C:19]([C:16]1[N:17]([CH3:18])[C:13]([C:10]2[CH:11]=[CH:12][C:7]([NH:6][S:2]([CH3:1])(=[O:4])=[O:3])=[C:8]([O:21][C:22]([F:24])([F:25])[F:23])[CH:9]=2)=[CH:14][CH:15]=1)#[N:20]. The yield is 0.500.